Predict which catalyst facilitates the given reaction. From a dataset of Catalyst prediction with 721,799 reactions and 888 catalyst types from USPTO. Reactant: C1(P(=[CH:20][C:21]([O:23][CH3:24])=[O:22])(C2C=CC=CC=2)C2C=CC=CC=2)C=CC=CC=1.[C:25]1([CH3:33])[CH:30]=[CH:29][C:28]([CH:31]=O)=[CH:27][CH:26]=1. Product: [C:25]1([CH3:33])[CH:30]=[CH:29][C:28](/[CH:31]=[CH:20]/[C:21]([O:23][CH3:24])=[O:22])=[CH:27][CH:26]=1. The catalyst class is: 4.